Dataset: Retrosynthesis with 50K atom-mapped reactions and 10 reaction types from USPTO. Task: Predict the reactants needed to synthesize the given product. Given the product Brc1ccc(Oc2cn(C(c3ccccc3)(c3ccccc3)c3ccccc3)cn2)cc1, predict the reactants needed to synthesize it. The reactants are: Brc1ccc(Oc2c[nH]cn2)cc1.ClC(c1ccccc1)(c1ccccc1)c1ccccc1.